Dataset: Reaction yield outcomes from USPTO patents with 853,638 reactions. Task: Predict the reaction yield, written as a fraction of the theoretical maximum amount of product (1.0 means a 100% yield; for example, 0.34 means a 34% yield). (1) The reactants are [Br:1][C:2]1[C:14](=[O:15])[N:13]([CH:16]2[CH2:20][CH2:19][CH2:18][CH2:17]2)[C:5]2[N:6]=[C:7](S(C)=O)[N:8]=[CH:9][C:4]=2[C:3]=1[CH3:21].[C:22]([O:26][C:27]([N:29]1[CH2:34][CH2:33][N:32]([C:35]2[CH:36]=[N:37][C:38]([NH2:41])=[CH:39][CH:40]=2)[CH2:31][CH2:30]1)=[O:28])([CH3:25])([CH3:24])[CH3:23].CO.C(Cl)Cl. The catalyst is C1(C)C=CC=CC=1. The product is [C:22]([O:26][C:27]([N:29]1[CH2:34][CH2:33][N:32]([C:35]2[CH:36]=[N:37][C:38]([NH:41][C:7]3[N:8]=[CH:9][C:4]4[C:3]([CH3:21])=[C:2]([Br:1])[C:14](=[O:15])[N:13]([CH:16]5[CH2:20][CH2:19][CH2:18][CH2:17]5)[C:5]=4[N:6]=3)=[CH:39][CH:40]=2)[CH2:31][CH2:30]1)=[O:28])([CH3:25])([CH3:23])[CH3:24]. The yield is 0.380. (2) The reactants are [CH:1]1([N:7]2[C:12]([OH:13])=[C:11]([C:14]([NH:16][CH2:17][C:18]([O:20]CC)=[O:19])=[O:15])[C:10](=[O:23])[N:9]([CH:24]3[CH2:29][CH2:28][CH2:27][CH2:26][CH2:25]3)[C:8]2=[O:30])[CH2:6][CH2:5][CH2:4][CH2:3][CH2:2]1.[OH-].[Na+].Cl. The catalyst is C(O)C.O. The product is [CH:24]1([N:9]2[C:10]([OH:23])=[C:11]([C:14]([NH:16][CH2:17][C:18]([OH:20])=[O:19])=[O:15])[C:12](=[O:13])[N:7]([CH:1]3[CH2:2][CH2:3][CH2:4][CH2:5][CH2:6]3)[C:8]2=[O:30])[CH2:25][CH2:26][CH2:27][CH2:28][CH2:29]1. The yield is 0.780. (3) The reactants are [F:1][C:2]1[CH:7]=[CH:6][C:5]([C:8](=O)[CH3:9])=[C:4]([OH:11])[CH:3]=1.[Cl-].O[NH3+:14].C([O-])(=O)C.[Na+]. The catalyst is CO. The product is [F:1][C:2]1[CH:7]=[CH:6][C:5]2[C:8]([CH3:9])=[N:14][O:11][C:4]=2[CH:3]=1. The yield is 0.700. (4) The reactants are [CH3:1][N:2]1[CH2:7][CH2:6][N:5]([C:8]2[CH:9]=[CH:10][C:11]([N+:15]([O-])=O)=[C:12]([CH:14]=2)[NH2:13])[CH2:4][CH2:3]1.Cl.C(O[C:22](=N)[CH2:23][C:24]([O:26][CH2:27][CH3:28])=[O:25])C.Cl.[OH-].[Na+]. No catalyst specified. The product is [CH2:27]([O:26][C:24](=[O:25])[CH2:23][C:22]1[NH:13][C:12]2[CH:14]=[C:8]([N:5]3[CH2:6][CH2:7][N:2]([CH3:1])[CH2:3][CH2:4]3)[CH:9]=[CH:10][C:11]=2[N:15]=1)[CH3:28]. The yield is 0.741. (5) The yield is 0.870. The catalyst is C(Cl)(Cl)Cl. The reactants are [Br:1][CH2:2][CH2:3][CH2:4][CH2:5][CH2:6][C:7](Cl)=[O:8].[F:10][C:11]1[CH:17]=[C:16]([F:18])[CH:15]=[C:14]([F:19])[C:12]=1[NH2:13].C(N(CC)CC)C. The product is [Br:1][CH2:2][CH2:3][CH2:4][CH2:5][CH2:6][C:7]([NH:13][C:12]1[C:11]([F:10])=[CH:17][C:16]([F:18])=[CH:15][C:14]=1[F:19])=[O:8]. (6) The reactants are C1(OC(=O)[N:9]([C:19]2[CH:24]=[C:23]([O:25][C:26]3[CH:31]=[CH:30][C:29]([NH:32][C:33]([C:35]4([C:38](=[O:47])[NH:39][C:40]5[CH:45]=[CH:44][C:43]([F:46])=[CH:42][CH:41]=5)[CH2:37][CH2:36]4)=[O:34])=[CH:28][CH:27]=3)[CH:22]=[CH:21][N:20]=2)[C:10]([O:12]C2C=CC=CC=2)=O)C=CC=CC=1.[CH3:49][NH:50][CH:51]1[CH2:56][CH2:55][N:54]([CH3:57])[CH2:53][CH2:52]1. The catalyst is CN(C)C=O. The product is [F:46][C:43]1[CH:42]=[CH:41][C:40]([NH:39][C:38]([C:35]2([C:33]([NH:32][C:29]3[CH:30]=[CH:31][C:26]([O:25][C:23]4[CH:22]=[CH:21][N:20]=[C:19]([NH:9][C:10]([N:50]([CH3:49])[CH:51]5[CH2:56][CH2:55][N:54]([CH3:57])[CH2:53][CH2:52]5)=[O:12])[CH:24]=4)=[CH:27][CH:28]=3)=[O:34])[CH2:36][CH2:37]2)=[O:47])=[CH:45][CH:44]=1. The yield is 0.868. (7) The reactants are [O:1]=[C:2]1[CH2:10][C:9]2[C:4](=[CH:5][CH:6]=[C:7]([S:11]([NH2:14])(=[O:13])=[O:12])[CH:8]=2)[NH:3]1.[N:15]1([CH2:20][CH2:21][O:22][C:23]2[CH:24]=[C:25]3[C:29](=[CH:30][CH:31]=2)[NH:28][C:27]([CH:32]=O)=[CH:26]3)[CH2:19][CH2:18][CH2:17][CH2:16]1.N1CCCCC1. The catalyst is C(O)C. The product is [O:1]=[C:2]1[C:10](=[CH:32][C:27]2[NH:28][C:29]3[C:25]([CH:26]=2)=[CH:24][C:23]([O:22][CH2:21][CH2:20][N:15]2[CH2:19][CH2:18][CH2:17][CH2:16]2)=[CH:31][CH:30]=3)[C:9]2[C:4](=[CH:5][CH:6]=[C:7]([S:11]([NH2:14])(=[O:12])=[O:13])[CH:8]=2)[NH:3]1. The yield is 0.800.